From a dataset of Forward reaction prediction with 1.9M reactions from USPTO patents (1976-2016). Predict the product of the given reaction. Given the reactants [NH2:1][CH2:2][C:3]1[CH:10]=[C:9]([N+:11]([O-:13])=[O:12])[CH:8]=[CH:7][C:4]=1[CH2:5][NH2:6].C1N=CN([C:19](N2C=NC=C2)=[O:20])C=1.O, predict the reaction product. The product is: [N+:11]([C:9]1[CH:8]=[CH:7][C:4]2[CH2:5][NH:6][C:19](=[O:20])[NH:1][CH2:2][C:3]=2[CH:10]=1)([O-:13])=[O:12].